This data is from Forward reaction prediction with 1.9M reactions from USPTO patents (1976-2016). The task is: Predict the product of the given reaction. (1) Given the reactants [N:1]([CH:4]1[CH:8]2[O:9][CH2:10][CH:11]([N:12]3[C:20](=[O:21])[C:19]4[C:14](=[CH:15][CH:16]=[CH:17][CH:18]=4)[C:13]3=[O:22])[CH:7]2[O:6][CH2:5]1)=[N+]=[N-], predict the reaction product. The product is: [NH2:1][CH:4]1[CH:8]2[O:9][CH2:10][CH:11]([N:12]3[C:20](=[O:21])[C:19]4[C:14](=[CH:15][CH:16]=[CH:17][CH:18]=4)[C:13]3=[O:22])[CH:7]2[O:6][CH2:5]1. (2) Given the reactants [Br:1][C:2]1[C:3](F)=[C:4]2[C:10]([NH:11][C:12](=[O:16])[CH:13]([CH3:15])[CH3:14])=[CH:9][NH:8][C:5]2=[N:6][CH:7]=1.C(OC(=O)[NH:24][C@H:25]1[C@H:30]([CH:31]2[CH2:33][CH2:32]2)[CH2:29][CH2:28][NH:27][CH2:26]1)(C)(C)C.CCN(C(C)C)C(C)C.C(O)(C(F)(F)F)=O.C(Cl)[Cl:52], predict the reaction product. The product is: [ClH:52].[NH2:24][C@H:25]1[C@H:30]([CH:31]2[CH2:33][CH2:32]2)[CH2:29][CH2:28][N:27]([C:3]2[C:2]([Br:1])=[CH:7][N:6]=[C:5]3[NH:8][CH:9]=[C:10]([NH:11][C:12](=[O:16])[CH:13]([CH3:15])[CH3:14])[C:4]=23)[CH2:26]1. (3) Given the reactants [CH3:1][O:2][C:3]1[CH:4]=[CH:5][C:6]2[C:12](=[O:13])[NH:11][CH2:10][CH2:9][CH2:8][C:7]=2[CH:14]=1.[CH:15]1(CBr)[CH2:20][CH2:19][CH2:18][CH2:17][CH2:16]1.[H-].[Na+].[CH3:25]N(C=O)C, predict the reaction product. The product is: [CH:15]1([N:11]2[CH:10]([CH3:25])[CH2:9][CH2:8][C:7]3[CH:14]=[C:3]([O:2][CH3:1])[CH:4]=[CH:5][C:6]=3[C:12]2=[O:13])[CH2:20][CH2:19][CH2:18][CH2:17][CH2:16]1. (4) Given the reactants C(=O)([O-])[O-].[K+].[K+].Cl[CH2:8][CH2:9][CH2:10][OH:11].[OH:12][C:13]1[CH:14]=[C:15]([C:21](=[O:26])[CH2:22][CH:23]([CH3:25])[CH3:24])[CH:16]=[CH:17][C:18]=1[O:19][CH3:20], predict the reaction product. The product is: [OH:11][CH2:10][CH2:9][CH2:8][O:12][C:13]1[CH:14]=[C:15]([C:21](=[O:26])[CH2:22][CH:23]([CH3:24])[CH3:25])[CH:16]=[CH:17][C:18]=1[O:19][CH3:20]. (5) Given the reactants [N+]([O-])([O-])=O.[Co+2:5].[N+]([O-])([O-])=O.[Co].[CH3:11][C:12]([NH:14][C:15]1[CH:20]=[C:19]([C:21]2[CH:26]=[C:25]3[C:27]([C:30]4[C:35]([O:36][CH3:37])=[CH:34][CH:33]=[CH:32][CH:31]=4)=[CH:28][NH:29][C:24]3=[N:23][CH:22]=2)[CH:18]=[CH:17][CH:16]=1)=[O:13], predict the reaction product. The product is: [Co:5].[CH3:11][C:12]([NH:14][C:15]1[CH:20]=[C:19]([C:21]2[CH:26]=[C:25]3[C:27]([C:30]4[C:35]([O:36][CH3:37])=[CH:34][CH:33]=[CH:32][CH:31]=4)=[CH:28][NH:29][C:24]3=[N:23][CH:22]=2)[CH:18]=[CH:17][CH:16]=1)=[O:13].